Dataset: NCI-60 drug combinations with 297,098 pairs across 59 cell lines. Task: Regression. Given two drug SMILES strings and cell line genomic features, predict the synergy score measuring deviation from expected non-interaction effect. Drug 1: CC1C(C(CC(O1)OC2CC(CC3=C2C(=C4C(=C3O)C(=O)C5=C(C4=O)C(=CC=C5)OC)O)(C(=O)CO)O)N)O.Cl. Drug 2: CCCCC(=O)OCC(=O)C1(CC(C2=C(C1)C(=C3C(=C2O)C(=O)C4=C(C3=O)C=CC=C4OC)O)OC5CC(C(C(O5)C)O)NC(=O)C(F)(F)F)O. Cell line: NCI-H226. Synergy scores: CSS=70.3, Synergy_ZIP=-2.14, Synergy_Bliss=0.822, Synergy_Loewe=-0.0808, Synergy_HSA=0.451.